From a dataset of Forward reaction prediction with 1.9M reactions from USPTO patents (1976-2016). Predict the product of the given reaction. (1) Given the reactants ClC(Cl)(O[C:5](=[O:11])OC(Cl)(Cl)Cl)Cl.Cl.[C:14]1([C:20]2[N:21]=[C:22]([CH:31]3[CH2:36][CH2:35][NH:34][CH2:33][CH2:32]3)[S:23][C:24]=2[C:25]2[CH:30]=[CH:29][CH:28]=[CH:27][CH:26]=2)[CH:19]=[CH:18][CH:17]=[CH:16][CH:15]=1.C(N(CC)CC)C.Cl.[CH3:45][NH:46][OH:47].[Cl-].[NH4+], predict the reaction product. The product is: [C:14]1([C:20]2[N:21]=[C:22]([CH:31]3[CH2:36][CH2:35][N:34]([C:5](=[O:11])[N:46]([OH:47])[CH3:45])[CH2:33][CH2:32]3)[S:23][C:24]=2[C:25]2[CH:30]=[CH:29][CH:28]=[CH:27][CH:26]=2)[CH:15]=[CH:16][CH:17]=[CH:18][CH:19]=1. (2) Given the reactants Cl[C:2]1[CH:11]=[CH:10][N:9]=[C:8]2[C:3]=1[C:4]1[CH:16]=[CH:15][CH:14]=[CH:13][C:5]=1[C:6](=[O:12])[NH:7]2.[F:17][C:18]1[CH:24]=[CH:23][C:21]([NH2:22])=[CH:20][CH:19]=1, predict the reaction product. The product is: [F:17][C:18]1[CH:24]=[CH:23][C:21]([NH:22][C:2]2[CH:11]=[CH:10][N:9]=[C:8]3[C:3]=2[C:4]2[CH:16]=[CH:15][CH:14]=[CH:13][C:5]=2[C:6](=[O:12])[NH:7]3)=[CH:20][CH:19]=1. (3) Given the reactants CS(OCC[CH2:8][C:9]1[CH:14]=[CH:13][C:12]([C:15]2[CH:20]=[CH:19][CH:18]=[C:17]([N:21]3[C:26]4[N:27]=[CH:28][C:29]([F:31])=[CH:30][C:25]=4[C:24](=[O:32])[N:23]([C@H:33]4[CH2:38][CH2:37][C@@H:36]([NH:39][C:40]([C:42]5[N:43]=[C:44]6[CH:49]=[CH:48][C:47]([F:50])=[CH:46][N:45]6[CH:51]=5)=[O:41])[CH2:35][CH2:34]4)[C:22]3=[O:52])[CH:16]=2)=[CH:11][CH:10]=1)(=O)=O.[NH2:53][CH2:54][CH2:55][CH2:56][OH:57].C(=O)([O-])[O-].[K+].[K+].O.[C:65](#N)[CH3:66], predict the reaction product. The product is: [F:50][C:47]1[CH:48]=[CH:49][C:44]2[N:45]([CH:51]=[C:42]([C:40]([NH:39][C@H:36]3[CH2:35][CH2:34][C@@H:33]([N:23]4[C:24](=[O:32])[C:25]5[CH:30]=[C:29]([F:31])[CH:28]=[N:27][C:26]=5[N:21]([C:17]5[CH:16]=[C:15]([C:12]6[CH:11]=[CH:10][C:9]([CH2:8][CH2:65][CH2:66][NH:53][CH2:54][CH2:55][CH2:56][OH:57])=[CH:14][CH:13]=6)[CH:20]=[CH:19][CH:18]=5)[C:22]4=[O:52])[CH2:38][CH2:37]3)=[O:41])[N:43]=2)[CH:46]=1. (4) The product is: [Br:1][C:2]1[CH:3]=[CH:4][C:5]2[O:9][C:8]3[C:10](=[O:11])[NH:16][C:14](=[O:15])[NH:13][C:7]=3[C:6]=2[CH:17]=1. Given the reactants [Br:1][C:2]1[CH:3]=[CH:4][C:5]2[O:9][C:8]([C:10](N)=[O:11])=[C:7]([NH:13][C:14]([NH2:16])=[O:15])[C:6]=2[CH:17]=1.[OH-].[Na+], predict the reaction product. (5) Given the reactants Br.[N+:2]([C:5]1[CH:10]=[CH:9][C:8]([C:11]2[N:12]=[C:13]([C:16]3[CH:21]=[CH:20][N:19]=[C:18]([CH2:22][CH2:23][CH3:24])[CH:17]=3)[S:14][CH:15]=2)=[CH:7][CH:6]=1)([O-])=O.[OH-].[NH4+].O, predict the reaction product. The product is: [CH2:22]([C:18]1[CH:17]=[C:16]([C:13]2[S:14][CH:15]=[C:11]([C:8]3[CH:9]=[CH:10][C:5]([NH2:2])=[CH:6][CH:7]=3)[N:12]=2)[CH:21]=[CH:20][N:19]=1)[CH2:23][CH3:24]. (6) Given the reactants C1COCC1.Br[C:7]1[C:8]([CH2:18][N:19]2[C@@H:23]([CH3:24])[C@@H:22]([C:25]3[CH:30]=[C:29]([F:31])[CH:28]=[C:27]([F:32])[CH:26]=3)[O:21][C:20]2=[O:33])=[N:9][C:10]([N:13]2[CH2:16][CH:15]([F:17])[CH2:14]2)=[N:11][CH:12]=1.[CH:34]([C:37]1[CH:38]=[C:39](B(O)O)[C:40]([O:43][CH3:44])=[N:41][CH:42]=1)([CH3:36])[CH3:35].C([O-])([O-])=O.[K+].[K+], predict the reaction product. The product is: [F:32][C:27]1[CH:26]=[C:25]([C@H:22]2[O:21][C:20](=[O:33])[N:19]([CH2:18][C:8]3[C:7]([C:39]4[C:40]([O:43][CH3:44])=[N:41][CH:42]=[C:37]([CH:34]([CH3:36])[CH3:35])[CH:38]=4)=[CH:12][N:11]=[C:10]([N:13]4[CH2:16][CH:15]([F:17])[CH2:14]4)[N:9]=3)[C@H:23]2[CH3:24])[CH:30]=[C:29]([F:31])[CH:28]=1. (7) Given the reactants [OH:1][CH2:2][CH:3]1[O:8][CH2:7][CH2:6][NH:5][CH2:4]1.[H-].[Na+].[H][H].F[C:14]1[CH:19]=[CH:18][C:17]([C:20]2[O:24][N:23]=[C:22]([C:25]3[CH:30]=[CH:29][C:28]([O:31][CH:32]([CH3:34])[CH3:33])=[C:27]([C:35]([F:38])([F:37])[F:36])[CH:26]=3)[N:21]=2)=[CH:16][CH:15]=1, predict the reaction product. The product is: [CH:32]([O:31][C:28]1[CH:29]=[CH:30][C:25]([C:22]2[N:21]=[C:20]([C:17]3[CH:18]=[CH:19][C:14]([O:1][CH2:2][CH:3]4[O:8][CH2:7][CH2:6][NH:5][CH2:4]4)=[CH:15][CH:16]=3)[O:24][N:23]=2)=[CH:26][C:27]=1[C:35]([F:36])([F:37])[F:38])([CH3:34])[CH3:33]. (8) Given the reactants [F:1][CH:2]([F:18])[C:3]([NH:5][NH:6][C:7]1[C:12]([O:13][CH3:14])=[CH:11][C:10]([N+:15]([O-:17])=[O:16])=[CH:9][N:8]=1)=O.CCN(C(C)C)C(C)C.O=P(Cl)(Cl)Cl.O, predict the reaction product. The product is: [F:1][CH:2]([F:18])[C:3]1[N:8]2[CH:9]=[C:10]([N+:15]([O-:17])=[O:16])[CH:11]=[C:12]([O:13][CH3:14])[C:7]2=[N:6][N:5]=1.